Dataset: Retrosynthesis with 50K atom-mapped reactions and 10 reaction types from USPTO. Task: Predict the reactants needed to synthesize the given product. The reactants are: Cc1ccccc1N.O=C(O)C1CCc2c(sc3ncnc(Nc4ccc5[nH]ncc5c4)c23)C1. Given the product Cc1ccccc1NC(=O)C1CCc2c(sc3ncnc(Nc4ccc5[nH]ncc5c4)c23)C1, predict the reactants needed to synthesize it.